This data is from Full USPTO retrosynthesis dataset with 1.9M reactions from patents (1976-2016). The task is: Predict the reactants needed to synthesize the given product. (1) Given the product [Cl:1][C:2]1[CH:3]=[CH:4][C:5]([OH:12])=[C:6]([S:8]([NH2:11])(=[O:10])=[O:9])[CH:7]=1, predict the reactants needed to synthesize it. The reactants are: [Cl:1][C:2]1[CH:3]=[CH:4][C:5]([O:12]C)=[C:6]([S:8]([NH2:11])(=[O:10])=[O:9])[CH:7]=1.B(Br)(Br)Br. (2) Given the product [F:1][C:2]1[CH:3]=[C:4]([N:5]2[C:25](=[O:26])[CH:24]=[C:23]([CH3:29])[N:19]=[C:20]2[CH3:22])[CH:6]=[CH:7][C:8]=1[N:9]1[CH2:14][CH2:13][CH2:12][CH2:11][CH2:10]1, predict the reactants needed to synthesize it. The reactants are: [F:1][C:2]1[CH:3]=[C:4]([CH:6]=[CH:7][C:8]=1[N:9]1[CH2:14][CH2:13][CH2:12][CH2:11][CH2:10]1)[NH2:5].C[Al](C)C.[NH:19](/[C:23](/[CH3:29])=[CH:24]\[C:25](OC)=[O:26])[C:20]([CH3:22])=O. (3) Given the product [N:4]([C:5]1[CH:13]=[CH:12][C:8]([C:9]([OH:11])=[O:10])=[CH:7][CH:6]=1)=[C:1]=[S:3], predict the reactants needed to synthesize it. The reactants are: [C:1](=[S:3])=S.[NH2:4][C:5]1[CH:13]=[CH:12][C:8]([C:9]([OH:11])=[O:10])=[CH:7][CH:6]=1.C(N(CC)CC)C.BrBr.Cl.S([O-])([O-])=O.[Na+].[Na+]. (4) Given the product [CH3:62][O:61][C:19](=[O:60])[C:21]1[CH:26]=[CH:25][C:24]([C:2]2[CH:7]=[CH:6][N:5]=[C:4]([CH3:8])[C:3]=2[C:9]#[C:10][C:11]2[CH:16]=[N:15][C:14]([NH2:17])=[CH:13][CH:12]=2)=[CH:23][CH:22]=1, predict the reactants needed to synthesize it. The reactants are: Cl[C:2]1[CH:7]=[CH:6][N:5]=[C:4]([CH3:8])[C:3]=1[C:9]#[C:10][C:11]1[CH:12]=[CH:13][C:14]([NH2:17])=[N:15][CH:16]=1.C[CH:19]([C:21]1[CH:26]=[C:25](C(C)C)[C:24](C2C=CC=CC=2P(C2CCCCC2)C2CCCCC2)=[C:23](C(C)C)[CH:22]=1)C.[O-]P([O-])([O-])=O.[K+].[K+].[K+].[OH2:60].[O:61]1CCOC[CH2:62]1. (5) Given the product [CH2:3]([C:2]1[N:8]=[C:16]([C:10]2[CH:15]=[CH:14][CH:13]=[CH:12][CH:11]=2)[CH:17]=[CH:18][N:9]=1)[CH2:4][CH2:5][CH:6]=[CH2:7], predict the reactants needed to synthesize it. The reactants are: Cl.[C:2](=[NH:9])([NH2:8])[CH2:3][CH2:4][CH2:5][CH:6]=[CH2:7].[C:10]1([C:16]#[C:17][CH:18]=O)[CH:15]=[CH:14][CH:13]=[CH:12][CH:11]=1.C(=O)([O-])[O-].[Na+].[Na+]. (6) Given the product [C:30]1([S:36]([N:39]2[CH:43]=[C:42]([C:23]#[C:22][CH2:21][CH2:20][CH2:19][CH:24]3[CH2:29][CH2:28][CH2:27][CH2:26][CH2:25]3)[C:41]([C:45]3[CH:46]=[N:47][CH:48]=[CH:49][CH:50]=3)=[N:40]2)(=[O:37])=[O:38])[CH:35]=[CH:34][CH:33]=[CH:32][CH:31]=1, predict the reactants needed to synthesize it. The reactants are: C(C1C(C2CN(C)CCC=2)=NNC=1)#CCCCC.[CH2:19]([CH:24]1[CH2:29][CH2:28][CH2:27][CH2:26][CH2:25]1)[CH2:20][CH2:21][C:22]#[CH:23].[C:30]1([S:36]([N:39]2[CH:43]=[C:42](I)[C:41]([C:45]3[CH:46]=[N:47][CH:48]=[CH:49][CH:50]=3)=[N:40]2)(=[O:38])=[O:37])[CH:35]=[CH:34][CH:33]=[CH:32][CH:31]=1. (7) Given the product [CH3:65][N:63]([CH3:64])[CH2:62][CH2:61][CH2:60][O:59][C:51]1[CH:52]=[CH:53][C:54]([NH2:56])=[CH:55][C:50]=1[F:49], predict the reactants needed to synthesize it. The reactants are: FC1C=CC=C(F)C=1C(NC1C=CC=C(C2C(C3C=CN=C(NC4C=CC(OC[C@@H]5CCCN5C)=C(F)C=4)N=3)=C3C=CC=CN3N=2)C=1)=O.[F:49][C:50]1[CH:55]=[C:54]([N+:56]([O-])=O)[CH:53]=[CH:52][C:51]=1[O:59][CH2:60][CH2:61][CH2:62][N:63]([CH3:65])[CH3:64]. (8) The reactants are: C([N:4]1[C:12]2[C:7](=[CH:8][C:9]([N+:13]([O-:15])=[O:14])=[CH:10][CH:11]=2)[C:6](=[C:16](OCC)[C:17]2[CH:22]=[CH:21][CH:20]=[CH:19][CH:18]=2)[C:5]1=[O:26])(=O)C.[CH3:27][N:28]1[CH2:33][CH2:32][N:31]([CH2:34][C:35]([NH:37][C:38]2[CH:44]=[CH:43][C:41]([NH2:42])=[CH:40][CH:39]=2)=[O:36])[CH2:30][CH2:29]1.[OH-].[Na+]. Given the product [CH3:27][N:28]1[CH2:29][CH2:30][N:31]([CH2:34][C:35]([NH:37][C:38]2[CH:44]=[CH:43][C:41]([NH:42]/[C:16](=[C:6]3\[C:5](=[O:26])[NH:4][C:12]4[C:7]\3=[CH:8][C:9]([N+:13]([O-:15])=[O:14])=[CH:10][CH:11]=4)/[C:17]3[CH:18]=[CH:19][CH:20]=[CH:21][CH:22]=3)=[CH:40][CH:39]=2)=[O:36])[CH2:32][CH2:33]1, predict the reactants needed to synthesize it. (9) The reactants are: N#N.C(OC(=O)[NH:9][C@@H:10]([C:20]1[NH:24][C:23]2[CH:25]=[CH:26][C:27]([F:29])=[CH:28][C:22]=2[N:21]=1)[CH2:11][C:12]1[CH:17]=[CH:16][C:15]([O:18][CH3:19])=[CH:14][CH:13]=1)(C)(C)C.[ClH:31]. Given the product [ClH:31].[ClH:31].[F:29][C:27]1[CH:26]=[CH:25][C:23]2[NH:24][C:20]([C@H:10]([NH2:9])[CH2:11][C:12]3[CH:13]=[CH:14][C:15]([O:18][CH3:19])=[CH:16][CH:17]=3)=[N:21][C:22]=2[CH:28]=1, predict the reactants needed to synthesize it.